This data is from Forward reaction prediction with 1.9M reactions from USPTO patents (1976-2016). The task is: Predict the product of the given reaction. (1) Given the reactants [NH2:1][C:2]1[CH:12]=[C:11]([CH3:13])[CH:10]=[CH:9][C:3]=1[C:4]([O:6][CH2:7][CH3:8])=[O:5].NC1C(Cl)=C(C=O)C(C(F)(F)F)=CC=1C(OCC)=O.C1C(=O)N([Br:40])C(=O)C1, predict the reaction product. The product is: [NH2:1][C:2]1[CH:12]=[C:11]([CH3:13])[C:10]([Br:40])=[CH:9][C:3]=1[C:4]([O:6][CH2:7][CH3:8])=[O:5]. (2) Given the reactants [OH-].[Na+].C[O:4][C:5](=[O:38])[CH2:6][CH2:7][CH2:8][N:9]([CH2:11][C@H:12]([O:14][C:15]1[C:16]2[C:23]([C:24]3[CH:29]=[CH:28][C:27]([CH2:30][CH3:31])=[CH:26][CH:25]=3)=[C:22]([C:32]3[CH:37]=[CH:36][CH:35]=[CH:34][CH:33]=3)[O:21][C:17]=2[N:18]=[CH:19][N:20]=1)[CH3:13])[CH3:10].Cl, predict the reaction product. The product is: [CH2:30]([C:27]1[CH:26]=[CH:25][C:24]([C:23]2[C:16]3[C:15]([O:14][C@H:12]([CH3:13])[CH2:11][N:9]([CH3:10])[CH2:8][CH2:7][CH2:6][C:5]([OH:38])=[O:4])=[N:20][CH:19]=[N:18][C:17]=3[O:21][C:22]=2[C:32]2[CH:33]=[CH:34][CH:35]=[CH:36][CH:37]=2)=[CH:29][CH:28]=1)[CH3:31]. (3) Given the reactants [F:1][C:2]1[CH:10]=[CH:9][CH:8]=[C:7]2[C:3]=1[C:4]([CH3:13])([CH3:12])[C:5](=[O:11])[NH:6]2.[N+:14]([O-])([OH:16])=[O:15], predict the reaction product. The product is: [F:1][C:2]1[C:10]([N+:14]([O-:16])=[O:15])=[CH:9][CH:8]=[C:7]2[C:3]=1[C:4]([CH3:13])([CH3:12])[C:5](=[O:11])[NH:6]2. (4) Given the reactants C(=O)([O-])[O-].[Na+].[Na+].[F:7][C:8]([F:20])([F:19])[O:9][C:10]1[CH:15]=[CH:14][C:13](B(O)O)=[CH:12][CH:11]=1.Br[C:22]1[C:23]([NH2:28])=[N:24][CH:25]=[CH:26][CH:27]=1, predict the reaction product. The product is: [F:7][C:8]([F:20])([F:19])[O:9][C:10]1[CH:15]=[CH:14][C:13]([C:22]2[C:23]([NH2:28])=[N:24][CH:25]=[CH:26][CH:27]=2)=[CH:12][CH:11]=1. (5) Given the reactants [CH3:1][O:2][C:3]1[CH:4]=[C:5]([C:11](=[O:21])[CH2:12][C:13]2[CH:18]=[CH:17][C:16]([O:19][CH3:20])=[CH:15][CH:14]=2)[CH:6]=[C:7]([O:9][CH3:10])[CH:8]=1.CO.[BH4-].[Na+], predict the reaction product. The product is: [CH3:1][O:2][C:3]1[CH:4]=[C:5]([CH:11]([OH:21])[CH2:12][C:13]2[CH:18]=[CH:17][C:16]([O:19][CH3:20])=[CH:15][CH:14]=2)[CH:6]=[C:7]([O:9][CH3:10])[CH:8]=1.